From a dataset of Forward reaction prediction with 1.9M reactions from USPTO patents (1976-2016). Predict the product of the given reaction. (1) Given the reactants O.[OH-].[Li+].C[C:5]1([C:22]([O-:24])=[O:23])[CH:14]=[C:13]2[C:8]([CH2:9][CH2:10][N:11]([C:15]([O:17][C:18]([CH3:21])([CH3:20])[CH3:19])=[O:16])[CH2:12]2)=[CH:7][CH2:6]1, predict the reaction product. The product is: [C:18]([O:17][C:15]([N:11]1[CH2:10][CH2:9][C:8]2[C:13](=[CH:14][C:5]([C:22]([OH:24])=[O:23])=[CH:6][CH:7]=2)[CH2:12]1)=[O:16])([CH3:21])([CH3:19])[CH3:20]. (2) The product is: [Cl:1][C:2]1[CH:7]=[CH:6][C:5]([CH:8]=[C:9]([C:11]2[N:15]([C:16]3[CH:21]=[CH:20][C:19]([Cl:22])=[CH:18][C:17]=3[Cl:23])[N:14]=[C:13]([C:24]([OH:26])=[O:25])[C:12]=2[CH3:27])[CH3:10])=[CH:4][CH:3]=1. Given the reactants [Cl:1][C:2]1[CH:7]=[CH:6][C:5]([CH:8]=[C:9]([C:11]2[N:15]([C:16]3[CH:21]=[CH:20][C:19]([Cl:22])=[CH:18][C:17]=3[Cl:23])[N:14]=[C:13]([C:24]([O-:26])=[O:25])[C:12]=2[CH3:27])[CH3:10])=[CH:4][CH:3]=1.[Li+].[OH-].C1COCC1.Cl, predict the reaction product.